The task is: Predict the reaction yield, written as a fraction of the theoretical maximum amount of product (1.0 means a 100% yield; for example, 0.34 means a 34% yield).. This data is from Reaction yield outcomes from USPTO patents with 853,638 reactions. (1) The reactants are [Cl:1][C:2]1[CH:9]=[CH:8][CH:7]=[C:6]([F:10])[C:3]=1[CH:4]=O.[CH2:11]([NH2:13])[CH3:12].C1COCC1.C(O)(=O)C.C(O[BH-](OC(=O)C)OC(=O)C)(=O)C.[Na+]. The product is [Cl:1][C:2]1[CH:9]=[CH:8][CH:7]=[C:6]([F:10])[C:3]=1[CH2:4][NH:13][CH2:11][CH3:12]. The catalyst is ClCCCl.CCOC(C)=O.[OH-].[Na+]. The yield is 0.208. (2) The reactants are [C:1]([O:4][C@@H:5]([C:7]1[N:12]=[C:11](Cl)[CH:10]=[CH:9][N:8]=1)[CH3:6])(=[O:3])[CH3:2].C(N(CC)CC)C.[N:21]1([C:27]2[CH:36]=[N:35][C:34]3[C:29](=[CH:30][CH:31]=[CH:32][CH:33]=3)[N:28]=2)[CH2:26][CH2:25][NH:24][CH2:23][CH2:22]1. The catalyst is C(O)(C)C. The product is [C:1]([O:4][C@@H:5]([C:7]1[N:12]=[C:11]([N:24]2[CH2:25][CH2:26][N:21]([C:27]3[CH:36]=[N:35][C:34]4[C:29](=[CH:30][CH:31]=[CH:32][CH:33]=4)[N:28]=3)[CH2:22][CH2:23]2)[CH:10]=[CH:9][N:8]=1)[CH3:6])(=[O:3])[CH3:2]. The yield is 0.910. (3) The reactants are [Cl:1][C:2]1[CH:16]=[CH:15][C:5]([O:6][C:7]2[CH:8]=[C:9]([CH2:13][OH:14])[CH:10]=[CH:11][CH:12]=2)=[C:4]([N+:17]([O-])=O)[CH:3]=1.Cl[Sn]Cl. No catalyst specified. The product is [NH2:17][C:4]1[CH:3]=[C:2]([Cl:1])[CH:16]=[CH:15][C:5]=1[O:6][C:7]1[CH:8]=[C:9]([CH2:13][OH:14])[CH:10]=[CH:11][CH:12]=1. The yield is 0.830. (4) The yield is 0.580. The catalyst is O1CCCC1.CN(C)C=O. The reactants are [F:1][C:2]1[CH:7]=[CH:6][CH:5]=[C:4]([F:8])[C:3]=1[C:9]1[N:13]([S:14]([C:17]2[CH:18]=[N:19][CH:20]=[CH:21][CH:22]=2)(=[O:16])=[O:15])[CH:12]=[C:11]([CH:23]=[O:24])[CH:10]=1.[Cl:25]N1C(=O)CCC1=O.O. The product is [Cl:25][C:12]1[N:13]([S:14]([C:17]2[CH:18]=[N:19][CH:20]=[CH:21][CH:22]=2)(=[O:16])=[O:15])[C:9]([C:3]2[C:2]([F:1])=[CH:7][CH:6]=[CH:5][C:4]=2[F:8])=[CH:10][C:11]=1[CH:23]=[O:24]. (5) The reactants are [NH2:1][C:2]1[CH:10]=[CH:9][CH:8]=[C:4]([C:5]([OH:7])=[O:6])[C:3]=1[OH:11].[Br:12][C:13]1[CH:17]=[C:16]([S:18](Cl)(=[O:20])=[O:19])[S:15][C:14]=1[Cl:22].C([O-])([O-])=O.[Na+].[Na+].CCOC(C)=O. The catalyst is O1CCOCC1.O. The product is [Br:12][C:13]1[CH:17]=[C:16]([S:18]([NH:1][C:2]2[C:3]([OH:11])=[C:4]([CH:8]=[CH:9][CH:10]=2)[C:5]([OH:7])=[O:6])(=[O:20])=[O:19])[S:15][C:14]=1[Cl:22]. The yield is 0.530. (6) The reactants are [F:1][CH:2]([F:17])[C:3]1[C:4]([C:11]2[CH:12]=[N:13][N:14]([CH3:16])[CH:15]=2)=[CH:5][C:6]([F:10])=[C:7]([CH:9]=1)[NH2:8].FC(F)C1C=C2C(CCCN2[C:30]2[C:34]3[CH2:35][N:36]([C:39](=[O:41])[CH3:40])[CH2:37][CH2:38][C:33]=3[N:32]([CH:42]3[CH2:47][CH2:46][O:45][CH2:44][CH2:43]3)[N:31]=2)=CC=1B1OC(C)(C)C(C)(C)O1.C1(P(C2CCCCC2)C2C(OC)=CC=C(OC)C=2C2C(C(C)C)=CC(C(C)C)=CC=2C(C)C)CCCCC1.COC(C)(C)C.CC([O-])(C)C.[Na+]. The catalyst is O1CCOCC1.O. The product is [F:17][CH:2]([F:1])[C:3]1[C:4]([C:11]2[CH:12]=[N:13][N:14]([CH3:16])[CH:15]=2)=[CH:5][C:6]([F:10])=[C:7]([CH:9]=1)[NH:8][C:30]1[C:34]2[CH2:35][N:36]([C:39](=[O:41])[CH3:40])[CH2:37][CH2:38][C:33]=2[N:32]([CH:42]2[CH2:47][CH2:46][O:45][CH2:44][CH2:43]2)[N:31]=1. The yield is 0.0900. (7) The reactants are [C:1]1([C:7]2[CH:23]=[CH:22][C:10]([O:11][C:12]3[CH:13]=[C:14](C#N)[C:15](=[CH:18][CH:19]=3)C#N)=[CH:9][CH:8]=2)[CH:6]=[CH:5][CH:4]=[CH:3][CH:2]=1.S(=O)(=O)(O)[OH:25].[C:29]([OH:32])(=[O:31])[CH3:30]. No catalyst specified. The product is [C:1]1([C:7]2[CH:23]=[CH:22][C:10]([O:11][C:12]3[CH:13]=[C:14]4[C:15](=[O:25])[O:32][C:29](=[O:31])[C:30]4=[CH:18][CH:19]=3)=[CH:9][CH:8]=2)[CH:6]=[CH:5][CH:4]=[CH:3][CH:2]=1. The yield is 0.990. (8) The reactants are Cl[CH2:2][CH2:3][O:4][C:5]1[C:6]([O:34][CH3:35])=[CH:7][C:8]2[N:12]=[CH:11][N:10]([C:13]3[S:17][C:16]([C:18]([NH2:20])=[O:19])=[C:15]([O:21][CH2:22][C:23]4[CH:28]=[CH:27][CH:26]=[CH:25][C:24]=4[C:29]([F:32])([F:31])[F:30])[CH:14]=3)[C:9]=2[CH:33]=1.C([O-])(O)=O.[Na+].[CH3:41][N:42]1[CH2:47][CH2:46][NH:45][CH2:44][CH2:43]1. No catalyst specified. The product is [CH3:35][O:34][C:6]1[C:5]([O:4][CH2:3][CH2:2][N:45]2[CH2:46][CH2:47][N:42]([CH3:41])[CH2:43][CH2:44]2)=[CH:33][C:9]2[N:10]([C:13]3[S:17][C:16]([C:18]([NH2:20])=[O:19])=[C:15]([O:21][CH2:22][C:23]4[CH:28]=[CH:27][CH:26]=[CH:25][C:24]=4[C:29]([F:32])([F:31])[F:30])[CH:14]=3)[CH:11]=[N:12][C:8]=2[CH:7]=1. The yield is 0.520. (9) The reactants are Br[C:2]1[CH:3]=[C:4]([Si:9]([C:22]2[CH:27]=[CH:26][CH:25]=[CH:24][CH:23]=2)([C:16]2[CH:21]=[CH:20][CH:19]=[CH:18][CH:17]=2)[C:10]2[CH:15]=[CH:14][CH:13]=[CH:12][CH:11]=2)[CH:5]=[C:6]([Br:8])[CH:7]=1.CC1(C)C(C)(C)OB([C:36]2[CH:53]=[CH:52][C:51]3[C:50]4[C:45](=[CH:46][CH:47]=[CH:48][CH:49]=4)[C:44]4[C:39](=[CH:40][CH:41]=[CH:42][CH:43]=4)[C:38]=3[CH:37]=2)O1.C([O-])([O-])=O.[K+].[K+]. The catalyst is C1(C)C=CC=CC=1.O.C1C=CC([P]([Pd]([P](C2C=CC=CC=2)(C2C=CC=CC=2)C2C=CC=CC=2)([P](C2C=CC=CC=2)(C2C=CC=CC=2)C2C=CC=CC=2)[P](C2C=CC=CC=2)(C2C=CC=CC=2)C2C=CC=CC=2)(C2C=CC=CC=2)C2C=CC=CC=2)=CC=1. The product is [Br:8][C:6]1[CH:5]=[C:4]([Si:9]([C:22]2[CH:27]=[CH:26][CH:25]=[CH:24][CH:23]=2)([C:16]2[CH:21]=[CH:20][CH:19]=[CH:18][CH:17]=2)[C:10]2[CH:15]=[CH:14][CH:13]=[CH:12][CH:11]=2)[CH:3]=[C:2]([C:47]2[CH:48]=[CH:49][C:50]3[C:51]4[C:38](=[CH:37][CH:36]=[CH:53][CH:52]=4)[C:39]4[C:44](=[CH:43][CH:42]=[CH:41][CH:40]=4)[C:45]=3[CH:46]=2)[CH:7]=1. The yield is 0.520.